This data is from Full USPTO retrosynthesis dataset with 1.9M reactions from patents (1976-2016). The task is: Predict the reactants needed to synthesize the given product. (1) Given the product [Cl:3][C@H:6]([CH2:10][C:11]1[CH:16]=[CH:15][CH:14]=[CH:13][CH:12]=1)[C:7]([OH:9])=[O:8], predict the reactants needed to synthesize it. The reactants are: S(Cl)([Cl:3])=O.O[C@@H:6]([CH2:10][C:11]1[CH:16]=[CH:15][CH:14]=[CH:13][CH:12]=1)[C:7]([OH:9])=[O:8].O. (2) The reactants are: [Cl:1][C:2]1[CH:3]=[C:4]([CH:12]([CH2:24][CH:25]2[CH2:29][CH2:28][CH2:27][CH2:26]2)[C:13]([NH:15][C:16]2[CH:21]=[N:20][C:19]([CH:22]=O)=[CH:18][N:17]=2)=[O:14])[CH:5]=[CH:6][C:7]=1[S:8]([CH3:11])(=[O:10])=[O:9].[NH:30]1[CH2:36][C:34](=[O:35])[NH:33][C:31]1=[O:32].N1CCCCC1.C(O)(=O)C1C=CC=CC=1. Given the product [Cl:1][C:2]1[CH:3]=[C:4]([CH:12]([CH2:24][CH:25]2[CH2:26][CH2:27][CH2:28][CH2:29]2)[C:13]([NH:15][C:16]2[CH:21]=[N:20][C:19]([CH:22]=[C:36]3[C:34](=[O:35])[NH:33][C:31](=[O:32])[NH:30]3)=[CH:18][N:17]=2)=[O:14])[CH:5]=[CH:6][C:7]=1[S:8]([CH3:11])(=[O:9])=[O:10], predict the reactants needed to synthesize it. (3) Given the product [CH2:1]([N:8]1[CH2:13][CH2:12][C@@H:11]([C:14]([O:16][CH2:17][CH3:18])=[O:15])[C@H:10]([O:19][Si:25]([C:38]([CH3:41])([CH3:40])[CH3:39])([C:32]2[CH:33]=[CH:34][CH:35]=[CH:36][CH:37]=2)[C:26]2[CH:31]=[CH:30][CH:29]=[CH:28][CH:27]=2)[CH2:9]1)[C:2]1[CH:3]=[CH:4][CH:5]=[CH:6][CH:7]=1, predict the reactants needed to synthesize it. The reactants are: [CH2:1]([N:8]1[CH2:13][CH2:12][CH:11]([C:14]([O:16][CH2:17][CH3:18])=[O:15])[CH:10]([OH:19])[CH2:9]1)[C:2]1[CH:7]=[CH:6][CH:5]=[CH:4][CH:3]=1.N1C=CN=C1.[Si:25](Cl)([C:38]([CH3:41])([CH3:40])[CH3:39])([C:32]1[CH:37]=[CH:36][CH:35]=[CH:34][CH:33]=1)[C:26]1[CH:31]=[CH:30][CH:29]=[CH:28][CH:27]=1. (4) Given the product [CH3:6][S:5][CH2:4][CH2:3][C@@H:2]1[CH2:7][O:8][C:9]([C:10]2[CH:15]=[CH:14][CH:13]=[CH:12][CH:11]=2)=[N:1]1, predict the reactants needed to synthesize it. The reactants are: [NH2:1][C@@H:2]([CH2:7][OH:8])[CH2:3][CH2:4][S:5][CH3:6].[C:9](#N)[C:10]1[CH:15]=[CH:14][CH:13]=[CH:12][CH:11]=1.